Dataset: CYP2D6 inhibition data for predicting drug metabolism from PubChem BioAssay. Task: Regression/Classification. Given a drug SMILES string, predict its absorption, distribution, metabolism, or excretion properties. Task type varies by dataset: regression for continuous measurements (e.g., permeability, clearance, half-life) or binary classification for categorical outcomes (e.g., BBB penetration, CYP inhibition). Dataset: cyp2d6_veith. (1) The drug is CSc1nc2c(c(C(F)(F)F)n1)CC(C)CC2. The result is 0 (non-inhibitor). (2) The molecule is O=c1c(-c2ccccc2)nc2cnc(N3CCOCC3)nc2n1C1CC1. The result is 0 (non-inhibitor). (3) The drug is CC(=O)NC1=NC(=O)C(C)S1. The result is 0 (non-inhibitor). (4) The drug is Clc1cccc2c1CN(C1=NCCN1)C2. The result is 0 (non-inhibitor). (5) The compound is COc1ccc(-c2cc(C(F)(F)F)nc(SCc3cccc(C(=O)O)c3)n2)cc1. The result is 0 (non-inhibitor). (6) The molecule is O=C1[C@@H]2C=CC=CC2=NC(=S)N1CCN1CCC(=C(c2ccc(F)cc2)c2ccc(F)cc2)CC1. The result is 1 (inhibitor).